The task is: Binary Classification. Given a miRNA mature sequence and a target amino acid sequence, predict their likelihood of interaction.. This data is from Experimentally validated miRNA-target interactions with 360,000+ pairs, plus equal number of negative samples. (1) The miRNA is hsa-miR-933 with sequence UGUGCGCAGGGAGACCUCUCCC. The protein sequence of the target gene is MLTDPDLPQEFERMSSKRPASPYGEADGEVAMVTSRQKVEEEESDGLPAFHLPLHVSFPNKPHSEEFQPVSLLTQETCGHRTPTSQHNTMEVDGNKVMSSFAPHNSSTSPQKAEEGGRQSGESLSSTALGTPERRKGSLADVVDTLKQRKMEELIKNEPEETPSIEKLLSKDWKDKLLAMGSGNFGEIKGTPESLAEKERQLMGMINQLTSLREQLLAAHDEQKKLAASQIEKQRQQMELAKQQQEQIARQQQQLLQQQHKINLLQQQIQVQGQLPPLMIPVFPPDQRTLAAAAQQGFLL.... Result: 1 (interaction). (2) The miRNA is hsa-miR-302b-5p with sequence ACUUUAACAUGGAAGUGCUUUC. The protein sequence of the target gene is MARRAAGGAPPSARAAAAVPLRPRPHSRGPGLLPLPLLLLLGAARAGALEIQRRFPSPTPTNNFALDGTAGTVYLAAVNRLYQLSSANLSLEAEATVGPVPDSPLCHAPQLPQASCEHPRRLTDNYNKILQLDPGQGLVVACGSIYQGLCQLRRRGNISALAVSFPPAAPTAEPVTVFPSMLNVAANHPNASTVGLVLPPTSGTGGSRLLVGATYTGFGSAFFPRNRSLEDHRFENTPEIAIRSLDARGDLAKLFTFDLNPSDDNILKIKQGAKEQHKLGFVRAFLHPAVPPHSAQPYAY.... Result: 0 (no interaction). (3) The miRNA is mmu-miR-1199-5p with sequence UCUGAGUCCCGGUCGCGCGG. Result: 0 (no interaction). The protein sequence of the target gene is MLQNPQEKSQAYPRRRRPGCYAYRQNPEAIAAAAMYTFLPDNFSPAKPKPSKDLKPLLGSAVLGLLLVLAAVVAWCYYSVSLRKAERLRAELLDLKAGGFSIRNQKGEQVFRLAFRSGALDLDSCSRDGALLGCSLTADGLPLHFFIQTVRPKDTVMCYRVRWEEAAPGRAVEHAMFLGDAAAHWYGGAEMRTQHWPIRLDGQQEPQPFVTSDVYSSDAAFGGILERYWLSSRAAAIKVNDSVPFHLGWNSTERSLRLQARYHDTPYKPPAGRAAAPELSYRVCVGSDVTSIHKYMVRRY.... (4) The miRNA is mmu-miR-1971 with sequence GUAAAGGCUGGGCUGAGA. The protein sequence of the target gene is MARPLRAPLRRSFSDHIRDSTARALDVIWKNTRDRRLAEIEAKEACDWLRAAGFPQYAQLYEDLLFPIDISSVKREHDFLDRDAIEALCRRLNTLNKCAVMKLEISPHRKRSEDSDEDEPCAISGKWTFQRDSKRWSRLEEFDVFSPKQDPIPGSPDAVHLKSAPSHENMQTDLSDRQEVASVHSTGSLTTHAPQRGEAAPARTNSVLSVCSSGTFVGNDDSFCSLPSPKELSSFSFSMKGHEKAAKSKTHSLLKRMESLKLKGSHHSKHKAPSKLGLIISGPILQEGVDEEKLKQLNCV.... Result: 0 (no interaction). (5) The miRNA is hsa-miR-3682-3p with sequence UGAUGAUACAGGUGGAGGUAG. The protein sequence of the target gene is MKLRTRKASQQSSPIQTQRTARAKRKYSEVDDSLPSGGEKPSKNETGLLSSIKKFIKGSTPKEERENPSKRSRIERDIDNNLITSTPRTGEKPDKQLSRVRRKSPVNGEAGSYEMTNQHIKQNGKLEDNPCSGSPPRTTLLGTIFSPVFNFFSPANKNGTSGSDSPGQAVEAEEIVKQLDMEQVDEITTSTTSANGAAYSNQAVQVRPSLNNGLEEAEETVTRDIPPLTAPVTPESGYSSAHAEATYEEDWEVFDPYYFIKHVPPLTEEQLNRKPALPLKTRSTPEFSLVLDLDETLVHC.... Result: 0 (no interaction). (6) The miRNA is hsa-miR-425-5p with sequence AAUGACACGAUCACUCCCGUUGA. The protein sequence of the target gene is MAAEPPALRLRPPGSTGDSPPVPRLLGGCVPLSHQVAGHMYGKDKVGILQHPDGTVLKQLQPPPRGPRELEFYTMVYAADCADAVLLELRKHLPKYYGVWSPPTAPNDVYLKLEDVTHKFNKPCIMDVKIGRKSYDPFASSEKIQQQVSKYPLMEEIGFLVLGMRVYHLHSDSYETQNQHYGRGLTKETLKEGVSKFFHNGFCLRKDAIAASIQKVEKILQWFENQKQLNFYASSLLFVYEGSSQPATTKANDRTLAGRFLSKGPLTDADGLECNNNFHLFGAPPNGMSVGKSLSKAYSR.... Result: 0 (no interaction). (7) Result: 0 (no interaction). The miRNA is hsa-miR-8089 with sequence CCUGGGGACAGGGGAUUGGGGCAG. The protein sequence of the target gene is MQVPVGSRLVLALAFVLVWGSSVQGYPARRARYQWVRCKPNGFFANCIEEKGPQFDLIDESNNIGPPMNNPVLMEGPSKDFISNYDDYGSGSGSGSGSGSGSGSGSGSGFLGDMEWEYQPTDESNIVYFNYKPFDRILTEQNQDQPEDDFII.